This data is from Blood-brain barrier penetration binary classification data from Martins et al.. The task is: Regression/Classification. Given a drug SMILES string, predict its absorption, distribution, metabolism, or excretion properties. Task type varies by dataset: regression for continuous measurements (e.g., permeability, clearance, half-life) or binary classification for categorical outcomes (e.g., BBB penetration, CYP inhibition). Dataset: bbb_martins. (1) The compound is CCC(Oc1ccccc1)C(=O)NC1C(=O)N2C1SC(C)(C)C2C(=O)O. The result is 0 (does not penetrate BBB). (2) The drug is CN(C)Cc1ccc(CSCCNc2nc(=O)c(Cc3ccc4ccccc4c3)c[nH]2)o1. The result is 0 (does not penetrate BBB). (3) The compound is CC(=O)O[C@@]12CO[C@@H]1C[C@H](O)[C@@]1(C)C(=O)[C@H](O)C3=C(C)[C@@H](OC(=O)[C@H](O)[C@@H](NC(=O)OC(C)(C)C)c4ccccc4)C[C@@](O)([C@@H](OC(=O)c4ccccc4)[C@@H]12)C3(C)C. The result is 0 (does not penetrate BBB). (4) The compound is O=c1ccc2ccccc2o1. The result is 0 (does not penetrate BBB).